From a dataset of Catalyst prediction with 721,799 reactions and 888 catalyst types from USPTO. Predict which catalyst facilitates the given reaction. (1) Reactant: [H-].[Na+].Br[C:4]1[CH:8]=[CH:7][S:6][C:5]=1[C:9]1[O:10][C:11]2[CH:17]=[CH:16][C:15]([S:18][C:19]([F:22])([F:21])[F:20])=[CH:14][C:12]=2[N:13]=1.[CH2:23]([SH:25])[CH3:24].O. Product: [CH2:23]([S:25][C:4]1[CH:8]=[CH:7][S:6][C:5]=1[C:9]1[O:10][C:11]2[CH:17]=[CH:16][C:15]([S:18][C:19]([F:22])([F:21])[F:20])=[CH:14][C:12]=2[N:13]=1)[CH3:24]. The catalyst class is: 37. (2) Reactant: [CH3:1][O:2][CH2:3][C:4]([CH2:6][O:7][CH3:8])=[CH2:5].B.C1C[O:13]CC1.B(O[O-])=O.[Na+]. The catalyst class is: 76. Product: [CH3:1][O:2][CH2:3][CH:4]([CH2:6][O:7][CH3:8])[CH2:5][OH:13]. (3) Reactant: S(Cl)([Cl:3])=O.[CH2:5]([O:12][C:13]1[C:18]([O:19][CH3:20])=[CH:17][C:16]([CH2:21]O)=[CH:15][C:14]=1[Cl:23])[C:6]1[CH:11]=[CH:10][CH:9]=[CH:8][CH:7]=1.C(OCC)C.O. Product: [CH2:5]([O:12][C:13]1[C:18]([O:19][CH3:20])=[CH:17][C:16]([CH2:21][Cl:3])=[CH:15][C:14]=1[Cl:23])[C:6]1[CH:11]=[CH:10][CH:9]=[CH:8][CH:7]=1. The catalyst class is: 4. (4) Reactant: C([Li])CCC.[Cl:6][C:7]1[C:8]2[N:9]([C:13]([CH3:16])=[N:14][CH:15]=2)[CH:10]=[CH:11][N:12]=1.[C:17](=[O:19])=[O:18].CO. The catalyst class is: 1. Product: [Cl:6][C:7]1[C:8]2[N:9]([C:13]([CH3:16])=[N:14][CH:15]=2)[C:10]([C:17]([OH:19])=[O:18])=[CH:11][N:12]=1. (5) Reactant: [CH3:1][O:2][C:3]([C:5]1[C:6]([OH:23])=[C:7]2[C:12](=[CH:13][N:14]=1)[N:11]([C:15]1[CH:20]=[CH:19][CH:18]=[CH:17][CH:16]=1)[C:10](=[O:21])[C:9](Br)=[CH:8]2)=[O:4].[Br-].[CH2:25]([Zn+])[C:26]1[CH:31]=[CH:30][CH:29]=[CH:28][CH:27]=1.[NH4+].[Cl-].CCOC(C)=O. Product: [CH3:1][O:2][C:3]([C:5]1[C:6]([OH:23])=[C:7]2[C:12](=[CH:13][N:14]=1)[N:11]([C:15]1[CH:20]=[CH:19][CH:18]=[CH:17][CH:16]=1)[C:10](=[O:21])[C:9]([CH2:25][C:26]1[CH:31]=[CH:30][CH:29]=[CH:28][CH:27]=1)=[CH:8]2)=[O:4]. The catalyst class is: 176.